Dataset: Forward reaction prediction with 1.9M reactions from USPTO patents (1976-2016). Task: Predict the product of the given reaction. (1) The product is: [C:30]([O:16][C:8]1[CH:7]=[C:6]2[C:11]([C@H:3]([CH2:2][Cl:1])[CH2:4][N:5]2[C:17]([O:19][C:20]([CH3:23])([CH3:22])[CH3:21])=[O:18])=[C:10]2[C:12]([CH3:15])=[CH:13][S:14][C:9]=12)(=[O:32])[CH3:31]. Given the reactants [Cl:1][CH2:2][C@H:3]1[C:11]2[C:6](=[CH:7][C:8]([OH:16])=[C:9]3[S:14][CH:13]=[C:12]([CH3:15])[C:10]3=2)[N:5]([C:17]([O:19][C:20]([CH3:23])([CH3:22])[CH3:21])=[O:18])[CH2:4]1.N1C=CC=CC=1.[C:30](Cl)(=[O:32])[CH3:31], predict the reaction product. (2) Given the reactants [Br:1][C:2]1[CH:17]=[CH:16][CH:15]=[CH:14][C:3]=1[CH2:4][N:5]1[C:9]([CH2:10][CH2:11][CH2:12]Cl)=[CH:8][N:7]=[CH:6]1.CN(CCN(C)C)C.[Li+].CC([N-]C(C)C)C, predict the reaction product. The product is: [Br:1][C:2]1[CH:17]=[CH:16][CH:15]=[CH:14][C:3]=1[CH:4]1[N:5]2[CH:6]=[N:7][CH:8]=[C:9]2[CH2:10][CH2:11][CH2:12]1. (3) Given the reactants [CH3:1][O:2][C:3](=[O:64])[NH:4][CH:5]([C:9]([N:11]1[CH2:15][CH2:14][CH2:13][CH:12]1[C:16]1[NH:17][C:18]([C:21]2[CH:30]=[CH:29][C:28]3[C:23](=[CH:24][CH:25]=[C:26]([C:31]4[CH:36]=[CH:35][C:34]([C:37]5[NH:38][C:39]([CH:42]6[CH2:46][CH2:45][CH2:44][N:43]6C(=O)C(NC(OC(C)(C)C)=O)C6C=CC=CC=6)=[N:40][CH:41]=5)=[CH:33][CH:32]=4)[CH:27]=3)[CH:22]=2)=[CH:19][N:20]=1)=[O:10])[CH:6]([CH3:8])[CH3:7].[CH3:65][O:66][C:67]([NH:69][C:70]([C:75]1[CH:80]=[CH:79][CH:78]=[CH:77][CH:76]=1)([CH3:74])[C:71]([OH:73])=O)=[O:68], predict the reaction product. The product is: [CH3:1][O:2][C:3](=[O:64])[NH:4][CH:5]([C:9]([N:11]1[CH2:15][CH2:14][CH2:13][CH:12]1[C:16]1[NH:17][C:18]([C:21]2[CH:30]=[CH:29][C:28]3[C:23](=[CH:24][CH:25]=[C:26]([C:31]4[CH:36]=[CH:35][C:34]([C:37]5[NH:38][C:39]([CH:42]6[CH2:46][CH2:45][CH2:44][N:43]6[C:71](=[O:73])[C:70]([NH:69][C:67]([O:66][CH3:65])=[O:68])([C:75]6[CH:80]=[CH:79][CH:78]=[CH:77][CH:76]=6)[CH3:74])=[N:40][CH:41]=5)=[CH:33][CH:32]=4)[CH:27]=3)[CH:22]=2)=[CH:19][N:20]=1)=[O:10])[CH:6]([CH3:8])[CH3:7]. (4) Given the reactants [F:1][C:2]([F:25])([F:24])[C:3]1[N:4]=[CH:5][C:6]([NH:9][C@@H:10]2[CH2:15][C@@H:14]3[N:16](C(OC(C)(C)C)=O)[C@H:11]2[CH2:12][CH2:13]3)=[N:7][CH:8]=1.Cl.C(OC(C)C)(=O)C.C(=O)([O-])[O-].[Na+].[Na+], predict the reaction product. The product is: [F:25][C:2]([F:1])([F:24])[C:3]1[N:4]=[CH:5][C:6]([NH:9][C@@H:10]2[CH2:15][C@@H:14]3[NH:16][C@H:11]2[CH2:12][CH2:13]3)=[N:7][CH:8]=1. (5) Given the reactants [CH3:1][O:2][C:3](=[O:12])[CH2:4][C:5]1[CH:10]=[CH:9][C:8]([OH:11])=[CH:7][CH:6]=1.C1N2CN3CN(C2)CN1C3.FC(F)(F)[C:25](O)=[O:26], predict the reaction product. The product is: [CH3:1][O:2][C:3](=[O:12])[CH2:4][C:5]1[CH:10]=[CH:9][C:8]([OH:11])=[C:7]([CH:25]=[O:26])[CH:6]=1. (6) Given the reactants [NH2:1][C:2]1[CH:3]=[C:4]([C:8]2[CH:16]=[C:15]3[C:11]([CH:12]=[CH:13][N:14]3[C:17]3[N:22]=[CH:21][N:20]=[C:19]([NH2:23])[CH:18]=3)=[CH:10][CH:9]=2)[CH:5]=[CH:6][CH:7]=1.[Cl:24][C:25]1[CH:33]=[CH:32][C:28]([C:29](O)=[O:30])=[CH:27][C:26]=1[C:34]([F:37])([F:36])[F:35].C1C=CC2N(O)N=NC=2C=1.CCN=C=NCCCN(C)C.C(=O)(O)[O-].[Na+], predict the reaction product. The product is: [NH2:23][C:19]1[N:20]=[CH:21][N:22]=[C:17]([N:14]2[C:15]3[C:11](=[CH:10][CH:9]=[C:8]([C:4]4[CH:3]=[C:2]([NH:1][C:29](=[O:30])[C:28]5[CH:32]=[CH:33][C:25]([Cl:24])=[C:26]([C:34]([F:37])([F:35])[F:36])[CH:27]=5)[CH:7]=[CH:6][CH:5]=4)[CH:16]=3)[CH:12]=[CH:13]2)[CH:18]=1. (7) Given the reactants [NH2:1][C:2]1[CH:7]=[CH:6][C:5]([OH:8])=[C:4]([Cl:9])[CH:3]=1.C(=O)([O-])[O-].[K+].[K+].[CH2:16](Cl)[C:17]1[CH:22]=[CH:21][CH:20]=[CH:19][CH:18]=1.[OH-].[K+], predict the reaction product. The product is: [CH2:16]([O:8][C:5]1[CH:6]=[CH:7][C:2]([NH2:1])=[CH:3][C:4]=1[Cl:9])[C:17]1[CH:22]=[CH:21][CH:20]=[CH:19][CH:18]=1.